Dataset: Experimental lipophilicity measurements (octanol/water distribution) for 4,200 compounds from AstraZeneca. Task: Regression/Classification. Given a drug SMILES string, predict its absorption, distribution, metabolism, or excretion properties. Task type varies by dataset: regression for continuous measurements (e.g., permeability, clearance, half-life) or binary classification for categorical outcomes (e.g., BBB penetration, CYP inhibition). For this dataset (lipophilicity_astrazeneca), we predict Y. (1) The molecule is O=C(/C=C/Sc1nc[nH]n1)c1ccc(Cl)cc1. The Y is 3.10 logD. (2) The compound is CN(C)CCCNS(=O)(=O)c1ccc(Nc2nccc(-c3cnc4ccccn34)n2)cc1. The Y is 1.90 logD. (3) The compound is Cc1cc(COc2ccc(NC(=O)[C@@H]3[C@@H](C(=O)NO)CCCN3C)cc2)c2ccccc2n1. The Y is 2.41 logD. (4) The compound is Cc1ccc(NC(=O)c2ccoc2)cc1-n1cnc2ccc(N3CCN(C)CC3)cc2c1=O. The Y is 2.43 logD. (5) The molecule is Cc1nc(-c2ccc(CN3CCC(n4c(=O)[nH]c5ccccc54)CC3)cc2)c(-c2ccccc2)[nH]c1=O. The Y is 3.80 logD.